Dataset: Reaction yield outcomes from USPTO patents with 853,638 reactions. Task: Predict the reaction yield, written as a fraction of the theoretical maximum amount of product (1.0 means a 100% yield; for example, 0.34 means a 34% yield). (1) The reactants are [OH-].[Na+].[Br:3][C:4]1[CH:9]=[CH:8][C:7]([OH:10])=[C:6]([F:11])[CH:5]=1.Br[CH2:13][CH2:14][CH2:15][CH3:16]. The catalyst is [Br-].C([N+](CCCC)(CCCC)CCCC)CCC.O. The product is [Br:3][C:4]1[CH:9]=[CH:8][C:7]([O:10][CH2:13][CH2:14][CH2:15][CH3:16])=[C:6]([F:11])[CH:5]=1. The yield is 0.980. (2) The reactants are [Cl:1]C(N(C)C)=C(C)C.[Br:9][C:10]1[CH:11]=[C:12]2[C:22](=[CH:23][CH:24]=1)[O:21][C:15]1[CH:16]=[N:17][C:18]([Cl:20])=[CH:19][C:14]=1[C:13]2([NH:28][C:29]([NH:31][C:32](=[O:42])[C:33]1[CH:38]=[CH:37][C:36]([N+:39]([O-:41])=[O:40])=[CH:35][CH:34]=1)=[S:30])[CH2:25][CH2:26]O. The catalyst is C(Cl)Cl. The product is [ClH:1].[Br:9][C:10]1[CH:11]=[C:12]2[C:13]3([CH2:25][CH2:26][S:30][C:29]([NH:31][C:32](=[O:42])[C:33]4[CH:34]=[CH:35][C:36]([N+:39]([O-:41])=[O:40])=[CH:37][CH:38]=4)=[N:28]3)[C:14]3[CH:19]=[C:18]([Cl:20])[N:17]=[CH:16][C:15]=3[O:21][C:22]2=[CH:23][CH:24]=1. The yield is 0.850. (3) The reactants are C[C:2](C)(C(C)=C)[C:3](=[O:5])C.[NH:10]1[C:18]2[C:13](=[CH:14][CH:15]=[CH:16][CH:17]=2)[CH:12]=[CH:11]1.N1[C:27]2[C:22](=[CH:23]C=C[CH:26]=2)[CH2:21]C=1.Cl[Sn](Cl)(Cl)Cl.Cl[CH2:34]CCl. No catalyst specified. The product is [CH3:34][C:27](=[C:22]([CH3:21])[CH3:23])[CH2:26][CH:11]1[CH2:12][C:13]2[C:18](=[CH:17][CH:16]=[CH:15][CH:14]=2)[N:10]1[C:3](=[O:5])[CH3:2]. The yield is 0.580. (4) The reactants are [NH2:1][CH:2]([C:8]1[C:13]([Cl:14])=[CH:12][C:11]([Br:15])=[CH:10][N:9]=1)C(OCC)=O. The catalyst is Cl. The product is [ClH:14].[Br:15][C:11]1[CH:12]=[C:13]([Cl:14])[C:8]([CH2:2][NH2:1])=[N:9][CH:10]=1. The yield is 0.650. (5) The reactants are [Cl-].[C:2]([IH+:6]([C:13]([CH3:16])([CH3:15])[CH3:14])[C:7]1[CH:12]=[CH:11][CH:10]=[CH:9][CH:8]=1)([CH3:5])([CH3:4])[CH3:3].C([O-])([O-])(OCC)CC.[F:25][C:26]([F:32])([F:31])[S:27]([OH:30])(=[O:29])=[O:28].N. The catalyst is C(Cl)Cl. The product is [O-:30][S:27]([C:26]([F:32])([F:31])[F:25])(=[O:29])=[O:28].[C:13]([IH+:6]([C:2]([CH3:5])([CH3:4])[CH3:3])[C:7]1[CH:12]=[CH:11][CH:10]=[CH:9][CH:8]=1)([CH3:16])([CH3:15])[CH3:14]. The yield is 0.910. (6) The reactants are C[Si](C)(C)[N-][Si](C)(C)C.[Li+].[O:11]1[C:15]2([CH2:20][CH2:19][C:18](=[O:21])[CH2:17][CH2:16]2)[O:14][CH2:13][CH2:12]1.[F:22][C:23]([F:42])([F:41])[S:24](N(C1C=CC=CC=1)[S:24]([C:23]([F:42])([F:41])[F:22])(=[O:26])=[O:25])(=[O:26])=[O:25]. The catalyst is C1COCC1.C(C1C=CC=CC=1)C.C1COCC1. The product is [F:22][C:23]([F:42])([F:41])[S:24]([O:21][C:18]1[CH2:17][CH2:16][C:15]2([O:14][CH2:13][CH2:12][O:11]2)[CH2:20][CH:19]=1)(=[O:26])=[O:25]. The yield is 0.870. (7) The reactants are C([O:8][C:9]1[C:10]([C@:18]2([CH2:41][O:42]CC3C=CC=CC=3)[C:26]3[C:21](=[CH:22][CH:23]=[CH:24][CH:25]=3)[N:20]([CH:27]([C:34]3[CH:39]=[CH:38][CH:37]=[CH:36][CH:35]=3)[C:28]3[CH:33]=[CH:32][CH:31]=[CH:30][CH:29]=3)[C:19]2=[O:40])=[CH:11][C:12]2[O:16][CH2:15][O:14][C:13]=2[CH:17]=1)C1C=CC=CC=1.O1CCCC1.C(O)C. The catalyst is [OH-].[Pd+2].[OH-].C(O)(=O)C. The product is [C:34]1([CH:27]([C:28]2[CH:29]=[CH:30][CH:31]=[CH:32][CH:33]=2)[N:20]2[C:21]3[C:26](=[CH:25][CH:24]=[CH:23][CH:22]=3)[C@:18]([C:10]3[C:9]([OH:8])=[CH:17][C:13]4[O:14][CH2:15][O:16][C:12]=4[CH:11]=3)([CH2:41][OH:42])[C:19]2=[O:40])[CH:35]=[CH:36][CH:37]=[CH:38][CH:39]=1. The yield is 0.950.